From a dataset of Full USPTO retrosynthesis dataset with 1.9M reactions from patents (1976-2016). Predict the reactants needed to synthesize the given product. (1) Given the product [NH2:1][C:4]1[C:9]([C:10]([OH:12])=[O:11])=[C:8]([O:13][CH3:14])[C:7]([O:15][CH3:16])=[CH:6][CH:5]=1, predict the reactants needed to synthesize it. The reactants are: [N+:1]([C:4]1[C:9]([C:10]([OH:12])=[O:11])=[C:8]([O:13][CH3:14])[C:7]([O:15][CH3:16])=[CH:6][CH:5]=1)([O-])=O. (2) The reactants are: [C:1]([C:3]1[CH:8]=[CH:7][C:6]([C@@H:9]2[C:14]([C:15]([OH:17])=[O:16])=[C:13]([CH3:18])[N:12]([C:19]3[CH:24]=[CH:23][CH:22]=[C:21]([C:25]([F:28])([F:27])[F:26])[CH:20]=3)[C:11](=[O:29])[NH:10]2)=[C:5]([S:30]([CH3:33])(=[O:32])=[O:31])[CH:4]=1)#[N:2].Br[CH2:35][CH2:36][OH:37].C(N(CC)CC)C. Given the product [C:1]([C:3]1[CH:8]=[CH:7][C:6]([C@@H:9]2[C:14]([C:15]([O:17][CH2:35][CH2:36][OH:37])=[O:16])=[C:13]([CH3:18])[N:12]([C:19]3[CH:24]=[CH:23][CH:22]=[C:21]([C:25]([F:27])([F:28])[F:26])[CH:20]=3)[C:11](=[O:29])[NH:10]2)=[C:5]([S:30]([CH3:33])(=[O:31])=[O:32])[CH:4]=1)#[N:2], predict the reactants needed to synthesize it. (3) Given the product [F:31][CH:2]([F:1])[C:3]1[N:8]2[N:9]=[CH:10][C:11]([C:12]3[O:40][N:39]=[C:37]([C:36]4[CH:41]=[CH:42][C:33]([NH2:32])=[N:34][CH:35]=4)[N:38]=3)=[C:7]2[N:6]=[C:5]([C:15]2[CH:20]=[CH:19][C:18]([C:21]([F:22])([F:23])[F:24])=[C:17]([O:25][CH2:26][C:27]([F:30])([F:29])[F:28])[CH:16]=2)[CH:4]=1, predict the reactants needed to synthesize it. The reactants are: [F:1][CH:2]([F:31])[C:3]1[N:8]2[N:9]=[CH:10][C:11]([C:12](O)=O)=[C:7]2[N:6]=[C:5]([C:15]2[CH:20]=[CH:19][C:18]([C:21]([F:24])([F:23])[F:22])=[C:17]([O:25][CH2:26][C:27]([F:30])([F:29])[F:28])[CH:16]=2)[CH:4]=1.[NH2:32][C:33]1[CH:42]=[CH:41][C:36]([C:37]([NH:39][OH:40])=[NH:38])=[CH:35][N:34]=1. (4) The reactants are: C[O:2][C:3](=[O:20])[CH2:4][C:5]1[C:6]([CH3:19])=[N:7][N:8]([CH2:11][C:12]2[CH:17]=[CH:16][C:15]([NH2:18])=[CH:14][CH:13]=2)[C:9]=1[CH3:10].[Cl:21][C:22]1[CH:29]=[CH:28][C:25]([CH:26]=O)=[CH:24][CH:23]=1.C(O[BH-](OC(=O)C)OC(=O)C)(=O)C.[Na+]. Given the product [Cl:21][C:22]1[CH:29]=[CH:28][C:25]([CH2:26][NH:18][C:15]2[CH:16]=[CH:17][C:12]([CH2:11][N:8]3[C:9]([CH3:10])=[C:5]([CH2:4][C:3]([OH:2])=[O:20])[C:6]([CH3:19])=[N:7]3)=[CH:13][CH:14]=2)=[CH:24][CH:23]=1, predict the reactants needed to synthesize it. (5) The reactants are: [NH2:1][C:2]1[N:7]=[CH:6][C:5]([C:8]2[NH:12][C:11]([C@H:13]3[N:17]4[C:18](=[O:35])[CH:19]=[C:20]([C:22]5[CH:27]=[C:26]([Cl:28])[CH:25]=[CH:24][C:23]=5[N:29]5[CH:33]=[C:32]([Cl:34])[N:31]=[N:30]5)[N:21]=[C:16]4[CH2:15][CH2:14]3)=[N:10][CH:9]=2)=[CH:4][CH:3]=1.Cl[C:37]([O:39][CH3:40])=[O:38]. Given the product [CH3:40][O:39][C:37](=[O:38])[NH:1][C:2]1[CH:3]=[CH:4][C:5]([C:8]2[NH:12][C:11]([C@H:13]3[N:17]4[C:18](=[O:35])[CH:19]=[C:20]([C:22]5[CH:27]=[C:26]([Cl:28])[CH:25]=[CH:24][C:23]=5[N:29]5[CH:33]=[C:32]([Cl:34])[N:31]=[N:30]5)[N:21]=[C:16]4[CH2:15][CH2:14]3)=[N:10][CH:9]=2)=[CH:6][N:7]=1, predict the reactants needed to synthesize it. (6) Given the product [CH:35]1([CH2:34][O:33][C:17]2[CH:18]=[CH:19][C:20]3[C:21]([CH2:25][CH2:26][CH:27]4[CH2:32][CH2:31][N:30]([CH2:8][C:7]5[N:3]([CH2:1][CH3:2])[C:4]([C:10]#[N:11])=[CH:5][CH:6]=5)[CH2:29][CH2:28]4)=[N:22][O:23][C:24]=3[C:16]=2[CH2:15][N:13]([CH3:14])[CH3:12])[CH2:37][CH2:36]1, predict the reactants needed to synthesize it. The reactants are: [CH2:1]([N:3]1[C:7]([CH:8]=O)=[CH:6][CH:5]=[C:4]1[C:10]#[N:11])[CH3:2].[CH3:12][N:13]([CH2:15][C:16]1[C:24]2[O:23][N:22]=[C:21]([CH2:25][CH2:26][CH:27]3[CH2:32][CH2:31][NH:30][CH2:29][CH2:28]3)[C:20]=2[CH:19]=[CH:18][C:17]=1[O:33][CH2:34][CH:35]1[CH2:37][CH2:36]1)[CH3:14]. (7) Given the product [CH2:1]([O:3][C:4](=[O:20])[CH2:5][N:6]1[C:14](=[O:15])[C:13]2[C:8](=[CH:9][CH:10]=[C:11]([O:33][C:30]3[CH:29]=[CH:28][C:27]([O:26][C:25]4[CH:34]=[CH:35][C:22]([F:21])=[CH:23][CH:24]=4)=[CH:32][CH:31]=3)[CH:12]=2)[C:7]1=[O:19])[CH3:2], predict the reactants needed to synthesize it. The reactants are: [CH2:1]([O:3][C:4](=[O:20])[CH2:5][N:6]1[C:14](=[O:15])[C:13]2[C:8](=[CH:9][CH:10]=[C:11]([N+]([O-])=O)[CH:12]=2)[C:7]1=[O:19])[CH3:2].[F:21][C:22]1[CH:35]=[CH:34][C:25]([O:26][C:27]2[CH:32]=[CH:31][C:30]([OH:33])=[CH:29][CH:28]=2)=[CH:24][CH:23]=1. (8) Given the product [CH3:40][O:41][C:42]1[CH:43]=[C:44]([CH:62]=[CH:63][CH:64]=1)[CH2:45][N:46]1[C:50]([CH3:51])=[C:49]([C:2]2[C:10]3[C:5](=[N:6][CH:7]=[C:8]([C:11]4[CH:16]=[CH:15][C:14]([N:17]5[CH2:22][CH2:21][N:20]([C:23]([O:25][C:26]([CH3:29])([CH3:28])[CH3:27])=[O:24])[CH2:19][CH2:18]5)=[CH:13][CH:12]=4)[CH:9]=3)[N:4]([S:30]([C:33]3[CH:39]=[CH:38][C:36]([CH3:37])=[CH:35][CH:34]=3)(=[O:32])=[O:31])[CH:3]=2)[C:48]([CH3:61])=[N:47]1, predict the reactants needed to synthesize it. The reactants are: I[C:2]1[C:10]2[C:5](=[N:6][CH:7]=[C:8]([C:11]3[CH:16]=[CH:15][C:14]([N:17]4[CH2:22][CH2:21][N:20]([C:23]([O:25][C:26]([CH3:29])([CH3:28])[CH3:27])=[O:24])[CH2:19][CH2:18]4)=[CH:13][CH:12]=3)[CH:9]=2)[N:4]([S:30]([C:33]2[CH:39]=[CH:38][C:36]([CH3:37])=[CH:35][CH:34]=2)(=[O:32])=[O:31])[CH:3]=1.[CH3:40][O:41][C:42]1[CH:43]=[C:44]([CH:62]=[CH:63][CH:64]=1)[CH2:45][N:46]1[C:50]([CH3:51])=[C:49](B2OC(C)(C)C(C)(C)O2)[C:48]([CH3:61])=[N:47]1.C(=O)([O-])[O-].[Na+].[Na+]. (9) Given the product [NH2:29][C:14]1[CH:15]=[C:16]([C:39]2[CH:40]=[C:41]([NH:46][S:47]([C:50]3[CH:51]=[CH:52][CH:53]=[CH:54][CH:55]=3)(=[O:49])=[O:48])[C:42]([Cl:45])=[N:43][CH:44]=2)[CH:17]=[C:18]2[C:13]=1[CH:12]=[N:11][N:10]2[S:7]([C:1]1[CH:6]=[CH:5][CH:4]=[CH:3][CH:2]=1)(=[O:8])=[O:9], predict the reactants needed to synthesize it. The reactants are: [C:1]1([S:7]([N:10]2[C:18]3[CH:17]=[C:16](B4OC(C)(C)CC(C)(C)O4)[CH:15]=[C:14]([NH2:29])[C:13]=3[CH:12]=[N:11]2)(=[O:9])=[O:8])[CH:6]=[CH:5][CH:4]=[CH:3][CH:2]=1.P([O-])([O-])([O-])=O.[K+].[K+].[K+].Br[C:39]1[CH:40]=[C:41]([NH:46][S:47]([C:50]2[CH:55]=[CH:54][CH:53]=[CH:52][CH:51]=2)(=[O:49])=[O:48])[C:42]([Cl:45])=[N:43][CH:44]=1.O1CCOCC1.